From a dataset of Catalyst prediction with 721,799 reactions and 888 catalyst types from USPTO. Predict which catalyst facilitates the given reaction. (1) Reactant: [CH2:1]([O:8][C@H:9]1[CH2:27][C@:13]2([C:28]3[CH:33]=[CH:32][CH:31]=[CH:30][C:29]=3[F:34])[N:14]=[C:15]([NH:18]C(=O)C3C=CC=CC=3)[S:16][CH2:17][C@@H:12]2[CH2:11][CH2:10]1)[C:2]1[CH:7]=[CH:6][CH:5]=[CH:4][CH:3]=1.C1CCN2C(=NCCC2)CC1. Product: [CH2:1]([O:8][C@H:9]1[CH2:27][C@:13]2([C:28]3[CH:33]=[CH:32][CH:31]=[CH:30][C:29]=3[F:34])[N:14]=[C:15]([NH2:18])[S:16][CH2:17][C@@H:12]2[CH2:11][CH2:10]1)[C:2]1[CH:3]=[CH:4][CH:5]=[CH:6][CH:7]=1. The catalyst class is: 5. (2) Reactant: [C:1]1([C:20]2[CH:25]=[CH:24][CH:23]=[CH:22][CH:21]=2)[CH:6]=[CH:5][C:4]([C@@H:7]2[CH2:12][CH2:11][NH:10][CH2:9][C@H:8]2[NH:13][S:14]([CH:17]([CH3:19])[CH3:18])(=[O:16])=[O:15])=[CH:3][CH:2]=1.[CH:26](=O)[CH3:27].[BH-](OC(C)=O)(OC(C)=O)OC(C)=O.[Na+]. Product: [C:1]1([C:20]2[CH:21]=[CH:22][CH:23]=[CH:24][CH:25]=2)[CH:2]=[CH:3][C:4]([C@@H:7]2[CH2:12][CH2:11][N:10]([CH2:26][CH3:27])[CH2:9][C@H:8]2[NH:13][S:14]([CH:17]([CH3:19])[CH3:18])(=[O:16])=[O:15])=[CH:5][CH:6]=1. The catalyst class is: 26. (3) Reactant: [Cl:1][C:2]1[CH:7]=[CH:6][C:5]([CH:8]([OH:21])[C:9]#[C:10][CH2:11][CH2:12][CH2:13][O:14][CH:15]2[CH2:20][CH2:19][CH2:18][CH2:17][O:16]2)=[CH:4][CH:3]=1. Product: [Cl:1][C:2]1[CH:3]=[CH:4][C:5]([C:8](=[O:21])[C:9]#[C:10][CH2:11][CH2:12][CH2:13][O:14][CH:15]2[CH2:20][CH2:19][CH2:18][CH2:17][O:16]2)=[CH:6][CH:7]=1. The catalyst class is: 327. (4) Reactant: B(Br)(Br)Br.[NH2:5][C:6]1[S:7][C:8]2[CH2:14][CH:13]([N:15]([CH2:30][CH2:31][CH3:32])[CH2:16][CH2:17][CH2:18][CH2:19][CH2:20][C:21]3[CH:26]=[CH:25][C:24]([OH:27])=[C:23]([O:28]C)[CH:22]=3)[CH2:12][CH2:11][C:9]=2[N:10]=1. Product: [NH2:5][C:6]1[S:7][C:8]2[CH2:14][CH:13]([N:15]([CH2:30][CH2:31][CH3:32])[CH2:16][CH2:17][CH2:18][CH2:19][CH2:20][C:21]3[CH:22]=[C:23]([OH:28])[C:24]([OH:27])=[CH:25][CH:26]=3)[CH2:12][CH2:11][C:9]=2[N:10]=1. The catalyst class is: 2.